This data is from Retrosynthesis with 50K atom-mapped reactions and 10 reaction types from USPTO. The task is: Predict the reactants needed to synthesize the given product. (1) Given the product C[Si](C)(C)CCOCn1cc2ccc(N)cc2n1, predict the reactants needed to synthesize it. The reactants are: C[Si](C)(C)CCOCn1cc2ccc([N+](=O)[O-])cc2n1. (2) Given the product Cc1noc(NS(=O)(=O)c2ccsc2Cc2ccc3c(c2)OCO3)c1Br, predict the reactants needed to synthesize it. The reactants are: Cc1noc(N)c1Br.O=S(=O)(Cl)c1ccsc1Cc1ccc2c(c1)OCO2.